From a dataset of Full USPTO retrosynthesis dataset with 1.9M reactions from patents (1976-2016). Predict the reactants needed to synthesize the given product. (1) The reactants are: O=C1NCCN1C1C=CC([C:13]23[CH2:32][CH:17]4[CH2:18][C:19]([NH:21][CH2:22][C:23]([N:25]5[CH2:29][CH2:28][CH2:27][C@H:26]5[C:30]#[N:31])=[O:24])([CH2:20]2)[CH:15]([CH2:16]4)[CH2:14]3)=CC=1.[Si](Cl)(C)(C)C.[CH3:38][OH:39]. Given the product [O:39]=[C:38]1[CH2:17][CH2:18][CH2:19][N:21]1[C:13]12[CH2:32][CH:17]3[CH2:18][C:19]([NH:21][CH2:22][C:23]([N:25]4[CH2:29][CH2:28][CH2:27][C@H:26]4[C:30]#[N:31])=[O:24])([CH2:20]1)[CH:15]([CH2:16]3)[CH2:14]2, predict the reactants needed to synthesize it. (2) Given the product [F:24][C:20]1[CH:19]=[C:18]([C:13]2[C:12]([CH2:11][O:10][C:7]3[N:6]=[CH:5][C:4]([C:3]([N:26]4[CH2:31][CH2:30][O:29][CH2:28][CH2:27]4)=[O:25])=[CH:9][CH:8]=3)=[C:16]([CH3:17])[O:15][N:14]=2)[CH:23]=[CH:22][CH:21]=1, predict the reactants needed to synthesize it. The reactants are: CO[C:3](=[O:25])[C:4]1[CH:9]=[CH:8][C:7]([O:10][CH2:11][C:12]2[C:13]([C:18]3[CH:23]=[CH:22][CH:21]=[C:20]([F:24])[CH:19]=3)=[N:14][O:15][C:16]=2[CH3:17])=[N:6][CH:5]=1.[NH:26]1[CH2:31][CH2:30][O:29][CH2:28][CH2:27]1. (3) Given the product [F:1][C:2]([F:16])([F:15])[C:3]1[CH:14]=[CH:13][C:6]2[S:7][C:8]([C:10]([O:22][CH2:21][CH2:20][CH2:19][CH2:18][CH3:17])=[O:11])=[CH:9][C:5]=2[CH:4]=1, predict the reactants needed to synthesize it. The reactants are: [F:1][C:2]([F:16])([F:15])[C:3]1[CH:14]=[CH:13][C:6]2[S:7][C:8]([C:10](Cl)=[O:11])=[CH:9][C:5]=2[CH:4]=1.[CH3:17][CH2:18][CH2:19][CH2:20][CH2:21][OH:22]. (4) The reactants are: [NH2:1][C:2]1[C:18]([F:19])=[C:17]([F:20])[C:16]([F:21])=[C:15]([F:22])[C:3]=1[C:4]([NH:6][O:7][CH2:8][C:9]1[CH:14]=[CH:13][CH:12]=[CH:11][CH:10]=1)=[O:5].[C:23](Cl)(Cl)=[O:24]. Given the product [CH2:8]([O:7][N:6]1[C:4](=[O:5])[C:3]2[C:2](=[C:18]([F:19])[C:17]([F:20])=[C:16]([F:21])[C:15]=2[F:22])[NH:1][C:23]1=[O:24])[C:9]1[CH:10]=[CH:11][CH:12]=[CH:13][CH:14]=1, predict the reactants needed to synthesize it.